From a dataset of Experimentally validated miRNA-target interactions with 360,000+ pairs, plus equal number of negative samples. Binary Classification. Given a miRNA mature sequence and a target amino acid sequence, predict their likelihood of interaction. The miRNA is hsa-miR-491-3p with sequence CUUAUGCAAGAUUCCCUUCUAC. The protein sequence of the target gene is MSSSYGKNGAADGPHSPSSQVARGTTTRRSRLKRSDGSTTSTSFILRQGSADSYTSRPSDSDVSLEEDREAIRQEREQQAAIQLERAKSKPVAFAVKTNVSYCGALDEDVPVPSTAISFDAKDFLHIKEKYNNDWWIGRLVKEGCEIGFIPSPLRLENIRIQQEQKRGRFHGGKSSGNSSSSLGEMVSGTFRATPTTTAKQKQKVTEHIPPYDVVPSMRPVVLVGPSLKGYEVTDMMQKALFDFLKHRFDGRISITRVTADISLAKRSVLNNPSKRAIIERSNTRSSLAEVQSEIERIFE.... Result: 0 (no interaction).